This data is from Forward reaction prediction with 1.9M reactions from USPTO patents (1976-2016). The task is: Predict the product of the given reaction. (1) The product is: [ClH:13].[Cl:13][CH2:2][C:3]1[N:4]([CH:8]2[CH2:10][CH2:9]2)[CH:5]=[CH:6][N:7]=1. Given the reactants O[CH2:2][C:3]1[N:4]([CH:8]2[CH2:10][CH2:9]2)[CH:5]=[CH:6][N:7]=1.S(Cl)([Cl:13])=O, predict the reaction product. (2) Given the reactants [CH2:1]([O:3][C:4]([CH:6]1[CH2:11][CH2:10][N:9]([CH2:12][C:13]2[CH:22]=[CH:21][C:20]3[C:15](=[CH:16][CH:17]=[C:18]([OH:23])[CH:19]=3)[CH:14]=2)[CH2:8][CH2:7]1)=[O:5])[CH3:2].[CH3:24][C:25]([C@H:29]1[CH2:34][CH2:33][C@H:32](O)[CH2:31][CH2:30]1)([CH3:28])[CH2:26][CH3:27].C1(P(C2C=CC=CC=2)C2C=CC=CC=2)C=CC=CC=1.C1(C)C=CC=CC=1.N(C(OC(C)C)=O)=NC(OC(C)C)=O, predict the reaction product. The product is: [C:25]([C@@H:29]1[CH2:30][CH2:31][C@H:32]([O:23][C:18]2[CH:19]=[C:20]3[C:15](=[CH:16][CH:17]=2)[CH:14]=[C:13]([CH2:12][N:9]2[CH2:10][CH2:11][CH:6]([C:4]([O:3][CH2:1][CH3:2])=[O:5])[CH2:7][CH2:8]2)[CH:22]=[CH:21]3)[CH2:33][CH2:34]1)([CH2:26][CH3:27])([CH3:24])[CH3:28]. (3) Given the reactants Cl[C:2]1[C:11]2[C:6](=[CH:7][C:8](OC)=[CH:9][CH:10]=2)[N:5]=[CH:4][CH:3]=1.C(O)C.[Cl-].[Li+].[I-].[Na+].[N:21]1C=CC=CC=1, predict the reaction product. The product is: [NH2:21][C:4]1[CH:3]=[CH:2][C:11]2[C:6](=[CH:7][CH:8]=[CH:9][CH:10]=2)[N:5]=1. (4) Given the reactants [O:1]=[C:2]1[CH2:7][CH2:6][N:5]([C:8]2[CH:13]=[CH:12][C:11]([N:14]3[CH2:18][C@H:17]([CH2:19][NH:20][C:21](=[O:23])[CH3:22])[O:16][C:15]3=[O:24])=[CH:10][C:9]=2[F:25])[CH2:4][C:3]1([CH3:27])[CH3:26].[BH4-].[Na+], predict the reaction product. The product is: [OH:1][CH:2]1[CH2:7][CH2:6][N:5]([C:8]2[CH:13]=[CH:12][C:11]([N:14]3[CH2:18][C@H:17]([CH2:19][NH:20][C:21](=[O:23])[CH3:22])[O:16][C:15]3=[O:24])=[CH:10][C:9]=2[F:25])[CH2:4][C:3]1([CH3:27])[CH3:26]. (5) Given the reactants [CH:1]1([C:4]2[C:13]([CH:14]3[CH2:16][CH2:15]3)=[CH:12][C:7]([C:8]([O:10][CH3:11])=[O:9])=[C:6]([OH:17])[CH:5]=2)[CH2:3][CH2:2]1.[Cl:18]N1C(=O)CCC1=O, predict the reaction product. The product is: [Cl:18][C:5]1[C:6]([OH:17])=[C:7]([CH:12]=[C:13]([CH:14]2[CH2:15][CH2:16]2)[C:4]=1[CH:1]1[CH2:2][CH2:3]1)[C:8]([O:10][CH3:11])=[O:9]. (6) Given the reactants [CH3:1][C:2]1[CH:26]=[CH:25][CH:24]=[C:23]([CH3:27])[C:3]=1[CH2:4][NH:5][C:6]1[C:7]2[N:8]([C:18]([CH3:22])=[C:19]([CH3:21])[N:20]=2)[CH:9]=[C:10]([C:12](OC(C)C)=[O:13])[CH:11]=1.[CH2:28]([CH2:30][NH2:31])[OH:29], predict the reaction product. The product is: [CH3:27][C:23]1[CH:24]=[CH:25][CH:26]=[C:2]([CH3:1])[C:3]=1[CH2:4][NH:5][C:6]1[C:7]2[N:8]([C:18]([CH3:22])=[C:19]([CH3:21])[N:20]=2)[CH:9]=[C:10]([C:12]([NH:31][CH2:30][CH2:28][OH:29])=[O:13])[CH:11]=1.